The task is: Predict the reaction yield, written as a fraction of the theoretical maximum amount of product (1.0 means a 100% yield; for example, 0.34 means a 34% yield).. This data is from Reaction yield outcomes from USPTO patents with 853,638 reactions. (1) The reactants are [C:1]1(=[O:8])O[C:5](=[O:6])[CH:4]=[C:2]1[CH3:3].[NH2:9][C:10]1[CH:15]=[CH:14][C:13]([Br:16])=[CH:12][N:11]=1. The catalyst is C1(C)C=CC=CC=1. The product is [Br:16][C:13]1[CH:14]=[CH:15][C:10]([N:9]2[C:5](=[O:6])[CH:4]=[C:2]([CH3:3])[C:1]2=[O:8])=[N:11][CH:12]=1. The yield is 0.710. (2) The reactants are [Cl:1][C:2]1[CH:3]=[N+:4]([O-:27])[CH:5]=[C:6]([Cl:26])[C:7]=1[CH2:8][C@@H:9]([C:11]1[CH:16]=[CH:15][C:14]([O:17][CH:18]([F:20])[F:19])=[C:13]([O:21][CH2:22][CH:23]2[CH2:25][CH2:24]2)[CH:12]=1)[OH:10].[CH2:28]([O:35][C:36]1[CH:44]=[CH:43][C:39]([C:40](O)=[O:41])=[CH:38][C:37]=1[O:45][S:46]([CH3:49])(=[O:48])=[O:47])[C:29]1[CH:34]=[CH:33][CH:32]=[CH:31][CH:30]=1.C(Cl)CCl. The catalyst is CN(C=O)C.CN(C1C=CN=CC=1)C. The product is [CH2:28]([O:35][C:36]1[CH:44]=[CH:43][C:39]([C:40]([O:10][C@H:9]([C:11]2[CH:16]=[CH:15][C:14]([O:17][CH:18]([F:20])[F:19])=[C:13]([O:21][CH2:22][CH:23]3[CH2:25][CH2:24]3)[CH:12]=2)[CH2:8][C:7]2[C:6]([Cl:26])=[CH:5][N+:4]([O-:27])=[CH:3][C:2]=2[Cl:1])=[O:41])=[CH:38][C:37]=1[O:45][S:46]([CH3:49])(=[O:48])=[O:47])[C:29]1[CH:30]=[CH:31][CH:32]=[CH:33][CH:34]=1. The yield is 0.690. (3) The reactants are [CH3:1][O:2][C:3](=[O:14])[CH2:4][C:5]1[CH:10]=[C:9]([CH3:11])[C:8]([OH:12])=[C:7]([Cl:13])[CH:6]=1.[Cl:15][C:16]1[N:17]=[N:18][C:19](Cl)=[CH:20][C:21]=1[CH:22]([CH3:24])[CH3:23].C(=O)([O-])[O-].[K+].[K+].Cl. The catalyst is CS(C)=O.[Cu]I. The product is [CH3:1][O:2][C:3](=[O:14])[CH2:4][C:5]1[CH:10]=[C:9]([CH3:11])[C:8]([O:12][C:19]2[N:18]=[N:17][C:16]([Cl:15])=[C:21]([CH:22]([CH3:24])[CH3:23])[CH:20]=2)=[C:7]([Cl:13])[CH:6]=1. The yield is 0.780.